From a dataset of Full USPTO retrosynthesis dataset with 1.9M reactions from patents (1976-2016). Predict the reactants needed to synthesize the given product. Given the product [F:18][C:16]([F:17])([F:19])[C:13]1[N:12]=[CH:11][C:10]([C:7]2[CH:8]=[CH:9][C:4]([C:3]([OH:20])=[O:2])=[CH:5][CH:6]=2)=[CH:15][CH:14]=1, predict the reactants needed to synthesize it. The reactants are: C[O:2][C:3](=[O:20])[C:4]1[CH:9]=[CH:8][C:7]([C:10]2[CH:11]=[N:12][C:13]([C:16]([F:19])([F:18])[F:17])=[CH:14][CH:15]=2)=[CH:6][CH:5]=1.O.[OH-].[Li+].